Dataset: Reaction yield outcomes from USPTO patents with 853,638 reactions. Task: Predict the reaction yield, written as a fraction of the theoretical maximum amount of product (1.0 means a 100% yield; for example, 0.34 means a 34% yield). (1) The reactants are [O:1]1[C:10]2[C:5](=[CH:6][CH:7]=[CH:8][CH:9]=2)[C:4]([C:11]2[CH:32]=[CH:31][C:14]([C:15]([NH:17][C@@H:18]3[CH2:26][C@:21]4([O:25][CH2:24][CH2:23][CH2:22]4)[CH2:20][C@@H:19]3[C:27]([O:29][CH3:30])=[O:28])=[O:16])=[CH:13][CH:12]=2)=[CH:3][CH2:2]1. The catalyst is CO. The product is [O:1]1[C:10]2[C:5](=[CH:6][CH:7]=[CH:8][CH:9]=2)[CH:4]([C:11]2[CH:12]=[CH:13][C:14]([C:15]([NH:17][C@@H:18]3[CH2:26][C@:21]4([O:25][CH2:24][CH2:23][CH2:22]4)[CH2:20][C@@H:19]3[C:27]([O:29][CH3:30])=[O:28])=[O:16])=[CH:31][CH:32]=2)[CH2:3][CH2:2]1. The yield is 0.800. (2) The product is [CH2:11]([N:13]1[CH2:18][CH2:17][N:16]([CH2:19][C:20]2[CH:21]=[CH:22][C:23]([CH:26]=[O:27])=[CH:24][CH:25]=2)[CH2:15][CH2:14]1)[CH3:12]. The reactants are C(Cl)(=O)C(Cl)=O.CS(C)=O.[CH2:11]([N:13]1[CH2:18][CH2:17][N:16]([CH2:19][C:20]2[CH:25]=[CH:24][C:23]([CH2:26][OH:27])=[CH:22][CH:21]=2)[CH2:15][CH2:14]1)[CH3:12].CCN(CC)CC. The yield is 0.910. The catalyst is C(Cl)Cl.O. (3) The reactants are CO[C:3](=[O:18])[C:4]1[CH:9]=[C:8]([F:10])[CH:7]=[CH:6][C:5]=1[NH:11][C:12](=[O:17])[CH2:13][C:14](=[O:16])[CH3:15].O(C)[Na]. The catalyst is CO.Cl. The product is [C:14]([C:13]1[C:12](=[O:17])[NH:11][C:5]2[C:4]([C:3]=1[OH:18])=[CH:9][C:8]([F:10])=[CH:7][CH:6]=2)(=[O:16])[CH3:15]. The yield is 1.00. (4) The reactants are [CH:1]([C:3]1[CH:8]=[CH:7][C:6]([C:9]#[C:10][C:11]2[CH:36]=[CH:35][C:14]([C:15]([N:17]([CH3:34])[C@:18]([CH3:33])([C:23]([NH:25][O:26][CH:27]3[CH2:32][CH2:31][CH2:30][CH2:29][O:28]3)=[O:24])[C:19]([NH:21][CH3:22])=[O:20])=[O:16])=[CH:13][CH:12]=2)=[CH:5][CH:4]=1)=O.[CH2:37]1[CH2:43][O:42][CH2:41][CH2:40][NH:39][CH2:38]1.Cl.C(O[BH-](OC(=O)C)OC(=O)C)(=O)C.[Na+].[OH-].[Na+]. The catalyst is C(OCC)(=O)C.O.C(Cl)(Cl)Cl.C(O)(=O)C. The product is [CH3:22][NH:21][C:19](=[O:20])[C@:18]([CH3:33])([N:17]([CH3:34])[C:15](=[O:16])[C:14]1[CH:35]=[CH:36][C:11]([C:10]#[C:9][C:6]2[CH:7]=[CH:8][C:3]([CH2:1][N:39]3[CH2:38][CH2:37][CH2:43][O:42][CH2:41][CH2:40]3)=[CH:4][CH:5]=2)=[CH:12][CH:13]=1)[C:23]([NH:25][O:26][CH:27]1[CH2:32][CH2:31][CH2:30][CH2:29][O:28]1)=[O:24]. The yield is 0.690.